This data is from Peptide-MHC class II binding affinity with 134,281 pairs from IEDB. The task is: Regression. Given a peptide amino acid sequence and an MHC pseudo amino acid sequence, predict their binding affinity value. This is MHC class II binding data. (1) The peptide sequence is TSKLDAAYKLAYKTA. The MHC is DRB1_0901 with pseudo-sequence DRB1_0901. The binding affinity (normalized) is 0.453. (2) The peptide sequence is SYVHVNGAKFIDTQN. The MHC is HLA-DPA10201-DPB10101 with pseudo-sequence HLA-DPA10201-DPB10101. The binding affinity (normalized) is 0.374.